This data is from CYP2C19 inhibition data for predicting drug metabolism from PubChem BioAssay. The task is: Regression/Classification. Given a drug SMILES string, predict its absorption, distribution, metabolism, or excretion properties. Task type varies by dataset: regression for continuous measurements (e.g., permeability, clearance, half-life) or binary classification for categorical outcomes (e.g., BBB penetration, CYP inhibition). Dataset: cyp2c19_veith. (1) The molecule is CCOC(=O)N1CCN(C(=O)c2cccn3c(=O)c4cc(Cl)ccc4nc23)CC1. The result is 1 (inhibitor). (2) The compound is CCOC(=O)CSC1=NC(=O)/C(=C\c2ccc(OC(C)=O)cc2)S1. The result is 1 (inhibitor). (3) The compound is CCN1C(=O)C(CC(=O)Nc2ccc(OC)cc2)N(Cc2cccnc2)C1=S. The result is 1 (inhibitor). (4) The molecule is O=C(O)c1cc2ccccc2c(S(=O)(=O)O)c1O. The result is 0 (non-inhibitor). (5) The drug is CCC/C=C(\CCC)C(NS(=O)(=O)c1ccc(C(F)(F)F)cc1)c1ccccc1. The result is 1 (inhibitor). (6) The molecule is CCOc1c2ccc(C(=O)NCCCCc3ccccc3)cc2nn1C. The result is 1 (inhibitor). (7) The drug is Cc1[nH][nH]c(=O)c1C(c1c(C)[nH][nH]c1=O)c1cn(Cc2cccc3ccccc23)c2ccccc12. The result is 1 (inhibitor). (8) The molecule is N#CCCn1c(=O)c(-c2cc(F)cc(F)c2)nc2cnc(Oc3cccc(Cl)c3)nc21. The result is 0 (non-inhibitor). (9) The compound is COc1ccc(-c2cc3ccccc3n2CC(O)CNCCO)cc1.O=C(O)C(=O)O. The result is 1 (inhibitor).